Dataset: Full USPTO retrosynthesis dataset with 1.9M reactions from patents (1976-2016). Task: Predict the reactants needed to synthesize the given product. (1) Given the product [CH2:17]([O:24][C:25](=[O:35])[NH:26][CH2:27][CH:28]1[CH2:33][CH2:32][CH2:31][CH:30]([NH:34][C:13]([C:12]2[C:8]([C:7]3[CH:6]=[CH:5][N:4]=[CH:3][C:2]=3[F:1])=[N:9][O:10][C:11]=2[CH3:16])=[O:15])[CH2:29]1)[C:18]1[CH:19]=[CH:20][CH:21]=[CH:22][CH:23]=1, predict the reactants needed to synthesize it. The reactants are: [F:1][C:2]1[CH:3]=[N:4][CH:5]=[CH:6][C:7]=1[C:8]1[C:12]([C:13]([OH:15])=O)=[C:11]([CH3:16])[O:10][N:9]=1.[CH2:17]([O:24][C:25](=[O:35])[NH:26][CH2:27][CH:28]1[CH2:33][CH2:32][CH2:31][CH:30]([NH2:34])[CH2:29]1)[C:18]1[CH:23]=[CH:22][CH:21]=[CH:20][CH:19]=1.Cl.CN(C)CCCN=C=NCC.ON1C2N=CC=CC=2N=N1.C(N(CC)C(C)C)(C)C. (2) Given the product [C:28]1([CH:27]([C:34]2[CH:35]=[CH:36][CH:37]=[CH:38][CH:39]=2)[CH2:26][S:1][C:2]2[S:3][C:4]3[CH2:13][C:12]4[C:11]([O:14][CH2:15][C:16]([OH:18])=[O:17])=[CH:10][CH:9]=[CH:8][C:7]=4[C:5]=3[N:6]=2)[CH:33]=[CH:32][CH:31]=[CH:30][CH:29]=1, predict the reactants needed to synthesize it. The reactants are: [SH:1][C:2]1[S:3][C:4]2[CH2:13][C:12]3[C:11]([O:14][CH2:15][C:16]([O:18]CC)=[O:17])=[CH:10][CH:9]=[CH:8][C:7]=3[C:5]=2[N:6]=1.CS(O[CH2:26][CH:27]([C:34]1[CH:39]=[CH:38][CH:37]=[CH:36][CH:35]=1)[C:28]1[CH:33]=[CH:32][CH:31]=[CH:30][CH:29]=1)(=O)=O.